This data is from Reaction yield outcomes from USPTO patents with 853,638 reactions. The task is: Predict the reaction yield, written as a fraction of the theoretical maximum amount of product (1.0 means a 100% yield; for example, 0.34 means a 34% yield). (1) The reactants are [Br:1][C:2]1[C:3]([C:11]([OH:13])=[O:12])=[C:4]2[NH:10][CH:9]=[N:8][C:5]2=[N:6][CH:7]=1.OS(O)(=O)=O.[CH3:19]O. No catalyst specified. The product is [Br:1][C:2]1[C:3]([C:11]([O:13][CH3:19])=[O:12])=[C:4]2[NH:10][CH:9]=[N:8][C:5]2=[N:6][CH:7]=1. The yield is 0.700. (2) The reactants are [CH:1]1([C:4]2[CH:13]=[CH:12][C:7]([C:8]([O:10][CH3:11])=[O:9])=[C:6]([CH3:14])[CH:5]=2)[CH2:3][CH2:2]1.[I:15]I.S(=O)(=O)(O)O.O. The catalyst is CC(O)=O.C(OCC)(=O)C. The product is [CH:1]1([C:4]2[C:13]([I:15])=[CH:12][C:7]([C:8]([O:10][CH3:11])=[O:9])=[C:6]([CH3:14])[CH:5]=2)[CH2:2][CH2:3]1. The yield is 0.450. (3) The reactants are [CH:1]1([C:4]2[C:5]([NH:24][S:25]([CH3:28])(=[O:27])=[O:26])=[CH:6][C:7]3[O:11][C:10]([C:12]4[CH:17]=[CH:16][C:15]([F:18])=[CH:14][CH:13]=4)=[C:9]([C:19]([NH:21][CH3:22])=[O:20])[C:8]=3[CH:23]=2)[CH2:3][CH2:2]1.[Br:29][C:30]1[CH:31]=[C:32](B(O)O)[CH:33]=[CH:34][CH:35]=1.C(N(CC)CC)C. The catalyst is ClCCl.O.C([O-])(=O)C.[Cu+2].C([O-])(=O)C. The product is [Br:29][C:30]1[CH:35]=[C:34]([N:24]([C:5]2[C:4]([CH:1]3[CH2:3][CH2:2]3)=[CH:23][C:8]3[C:9]([C:19]([NH:21][CH3:22])=[O:20])=[C:10]([C:12]4[CH:17]=[CH:16][C:15]([F:18])=[CH:14][CH:13]=4)[O:11][C:7]=3[CH:6]=2)[S:25]([CH3:28])(=[O:27])=[O:26])[CH:33]=[CH:32][CH:31]=1. The yield is 0.390. (4) The reactants are [Br:1][C:2]1[CH:3]=[C:4]2[C:9](=[O:10])[O:8][C:6](=O)[C:5]2=[CH:11][CH:12]=1.Cl.[NH2:14][CH:15]1[CH2:21][CH2:20][C:19](=[O:22])[NH:18][C:16]1=[O:17].C([O-])(=O)C.[Na+]. The catalyst is C(O)(=O)C. The product is [Br:1][C:2]1[CH:3]=[C:4]2[C:5](=[CH:11][CH:12]=1)[C:6](=[O:8])[N:14]([CH:15]1[CH2:21][CH2:20][C:19](=[O:22])[NH:18][C:16]1=[O:17])[C:9]2=[O:10]. The yield is 0.930. (5) The reactants are CO[C:3](=[O:27])[C:4]1[CH:9]=[CH:8][C:7]([O:10][CH2:11][C:12]2[C:13]([C:21]3[CH:26]=[CH:25][CH:24]=[CH:23][CH:22]=3)=[N:14][O:15][C:16]=2[C:17]([F:20])([F:19])[F:18])=[N:6][CH:5]=1.COC(=O)C1C=CC(OCC2C(C3C=CC=C(F)C=3)=NOC=2C)=[N:33][CH:32]=1.CN. No catalyst specified. The product is [CH3:32][NH:33][C:3](=[O:27])[C:4]1[CH:9]=[CH:8][C:7]([O:10][CH2:11][C:12]2[C:13]([C:21]3[CH:26]=[CH:25][CH:24]=[CH:23][CH:22]=3)=[N:14][O:15][C:16]=2[C:17]([F:20])([F:19])[F:18])=[N:6][CH:5]=1. The yield is 0.720. (6) The reactants are [Cl:1][C:2]1[CH:7]=[CH:6][C:5]([C:8]2[CH:9]=[C:10]([NH2:15])[C:11]([NH2:14])=[CH:12][CH:13]=2)=[CH:4][CH:3]=1.[F:16][C:17]([F:28])([F:27])[C:18]([F:26])([F:25])[C:19]([F:24])([F:23])[C:20](O)=O. No catalyst specified. The product is [Cl:1][C:2]1[CH:3]=[CH:4][C:5]([C:8]2[CH:13]=[CH:12][C:11]3[N:14]=[C:20]([C:19]([F:23])([F:24])[C:18]([F:25])([F:26])[C:17]([F:28])([F:27])[F:16])[NH:15][C:10]=3[CH:9]=2)=[CH:6][CH:7]=1. The yield is 0.180. (7) The reactants are CS(O[C@H:6]1[CH2:10][CH2:9][N:8]([CH2:11][C:12]2[CH:17]=[CH:16][C:15]([CH:18]([F:20])[F:19])=[CH:14][CH:13]=2)[C:7]1=[O:21])(=O)=O.Cl.[F:23][C@H:24]1[C@H:29]([C:30]2[CH:35]=[CH:34][C:33]([OH:36])=[CH:32][CH:31]=2)[CH2:28][CH2:27][NH:26][CH2:25]1.C(N(CC)C(C)C)(C)C. The catalyst is C(#N)C. The product is [F:19][CH:18]([F:20])[C:15]1[CH:16]=[CH:17][C:12]([CH2:11][N:8]2[CH2:9][CH2:10][CH:6]([N:26]3[CH2:27][CH2:28][C@@H:29]([C:30]4[CH:35]=[CH:34][C:33]([OH:36])=[CH:32][CH:31]=4)[C@H:24]([F:23])[CH2:25]3)[C:7]2=[O:21])=[CH:13][CH:14]=1. The yield is 0.350.